From a dataset of Forward reaction prediction with 1.9M reactions from USPTO patents (1976-2016). Predict the product of the given reaction. Given the reactants [C:1]([C:3]1[CH:8]=[CH:7][C:6]([CH2:9][CH2:10][NH:11]C(OCC2C=CC=CC=2)=O)=[CH:5][C:4]=1[F:22])#[N:2].C(Cl)Cl.[H][H], predict the reaction product. The product is: [NH2:11][CH2:10][CH2:9][C:6]1[CH:7]=[CH:8][C:3]([C:1]#[N:2])=[C:4]([F:22])[CH:5]=1.